From a dataset of Full USPTO retrosynthesis dataset with 1.9M reactions from patents (1976-2016). Predict the reactants needed to synthesize the given product. (1) The reactants are: [Li+].[OH-].C([O:5][C:6]([C:8]12[CH2:25][CH:24]1[CH:23]=[CH:22][CH2:21][CH2:20][CH2:19][CH2:18][N:17]([CH3:26])[C:16](=[O:27])[CH:15]1[CH:11]([CH2:12][CH:13]([O:28][C:29]3[C:38]4[C:33](=[C:34]([CH3:41])[C:35]([O:39][CH3:40])=[CH:36][CH:37]=4)[N:32]=[C:31]([C:42]4[N:43]=[C:44]([CH:47]5[CH2:52][CH2:51][CH2:50][CH2:49][CH2:48]5)[S:45][CH:46]=4)[CH:30]=3)[CH2:14]1)[C:10](=[O:53])[NH:9]2)=[O:7])C. Given the product [CH:47]1([C:44]2[S:45][CH:46]=[C:42]([C:31]3[CH:30]=[C:29]([O:28][CH:13]4[CH2:12][CH:11]5[CH:15]([C:16](=[O:27])[N:17]([CH3:26])[CH2:18][CH2:19][CH2:20][CH2:21][CH:22]=[CH:23][CH:24]6[C:8]([C:6]([OH:7])=[O:5])([NH:9][C:10]5=[O:53])[CH2:25]6)[CH2:14]4)[C:38]4[C:33](=[C:34]([CH3:41])[C:35]([O:39][CH3:40])=[CH:36][CH:37]=4)[N:32]=3)[N:43]=2)[CH2:48][CH2:49][CH2:50][CH2:51][CH2:52]1, predict the reactants needed to synthesize it. (2) The reactants are: [O:1]1[C:5]2[CH:6]=[CH:7][C:8]([C:10]3([C:13]([NH:15][C:16]4[CH:21]=[CH:20][C:19]([CH2:22][C:23]#[N:24])=[C:18](Br)[CH:17]=4)=[O:14])[CH2:12][CH2:11]3)=[CH:9][C:4]=2[O:3][CH2:2]1.[CH3:26][N:27]([CH3:39])[C:28]([C:30]1[CH:35]=[CH:34][C:33](B(O)O)=[CH:32][CH:31]=1)=[O:29].C([O-])([O-])=O.[K+].[K+]. Given the product [O:1]1[C:5]2[CH:6]=[CH:7][C:8]([C:10]3([C:13]([NH:15][C:16]4[CH:21]=[CH:20][C:19]([CH2:22][C:23]#[N:24])=[C:18]([C:33]5[CH:34]=[CH:35][C:30]([C:28]([N:27]([CH3:39])[CH3:26])=[O:29])=[CH:31][CH:32]=5)[CH:17]=4)=[O:14])[CH2:12][CH2:11]3)=[CH:9][C:4]=2[O:3][CH2:2]1, predict the reactants needed to synthesize it. (3) Given the product [CH3:20][C:21]1[C:22]([N:28]2[CH2:29][CH2:30][N:31]([C:14]([C:13]3[CH:12]=[CH:11][C:10]([C:7]4([N:6]5[CH2:5][CH2:4][O:3][C:2]5=[O:1])[CH2:8][CH2:9]4)=[CH:19][CH:18]=3)=[O:16])[CH2:32][CH2:33]2)=[N:23][CH:24]=[C:25]([CH3:27])[CH:26]=1, predict the reactants needed to synthesize it. The reactants are: [O:1]=[C:2]1[N:6]([C:7]2([C:10]3[CH:19]=[CH:18][C:13]([C:14]([O:16]C)=O)=[CH:12][CH:11]=3)[CH2:9][CH2:8]2)[CH2:5][CH2:4][O:3]1.[CH3:20][C:21]1[C:22]([N:28]2[CH2:33][CH2:32][NH:31][CH2:30][CH2:29]2)=[N:23][CH:24]=[C:25]([CH3:27])[CH:26]=1. (4) Given the product [CH3:1][C:2]1([CH3:32])[CH2:11][C:10]2[C:5](=[CH:6][CH:7]=[C:8]([C:12]([OH:14])=[O:13])[CH:9]=2)[NH:4][CH:3]1[C:16]1[CH:21]=[CH:20][CH:19]=[C:18]([S:22](=[O:31])(=[O:30])[NH:23][CH:24]2[CH2:28][CH2:27][N:26]([CH3:29])[CH2:25]2)[CH:17]=1, predict the reactants needed to synthesize it. The reactants are: [CH3:1][C:2]1([CH3:32])[CH2:11][C:10]2[C:5](=[CH:6][CH:7]=[C:8]([C:12]([O:14]C)=[O:13])[CH:9]=2)[NH:4][CH:3]1[C:16]1[CH:21]=[CH:20][CH:19]=[C:18]([S:22](=[O:31])(=[O:30])[NH:23][CH:24]2[CH2:28][CH2:27][N:26]([CH3:29])[CH2:25]2)[CH:17]=1.[OH-].[Na+]. (5) Given the product [OH:15][CH2:14][C:3]1([CH2:2][OH:1])[C:12](=[O:13])[C:11]2[C:6](=[CH:7][CH:8]=[CH:9][CH:10]=2)[S:5](=[O:17])[CH2:4]1, predict the reactants needed to synthesize it. The reactants are: [OH:1][CH2:2][C:3]1([CH2:14][OH:15])[C:12](=[O:13])[C:11]2[C:6](=[CH:7][CH:8]=[CH:9][CH:10]=2)[S:5][CH2:4]1.I([O-])(=O)(=O)=[O:17].[Na+]. (6) The reactants are: [CH3:1][C:2]1[N:6]=[C:5]([CH3:7])[S:4][C:3]=1/[CH:8]=[CH:9]/[C:10](N(C)C)=O.[N+]([O-])(O)=O.[F:19][C:20]1[CH:25]=[C:24]([F:26])[CH:23]=[CH:22][C:21]=1[NH:27][C:28]([NH2:30])=[NH:29].[OH-].[Na+]. Given the product [F:19][C:20]1[CH:25]=[C:24]([F:26])[CH:23]=[CH:22][C:21]=1[NH:27][C:28]1[N:30]=[C:8]([C:3]2[S:4][C:5]([CH3:7])=[N:6][C:2]=2[CH3:1])[CH:9]=[CH:10][N:29]=1, predict the reactants needed to synthesize it.